From a dataset of Forward reaction prediction with 1.9M reactions from USPTO patents (1976-2016). Predict the product of the given reaction. Given the reactants C[O:2][C:3](=[O:26])[CH2:4][C@@H:5]1[CH2:9][S:8][C:7]([C:10]2[NH:11][C:12]3[C:17]([CH:18]=2)=[CH:16][C:15]([Cl:19])=[CH:14][C:13]=3[NH:20][CH:21]2[CH2:25][CH2:24][CH2:23][CH2:22]2)=[N:6]1.O.[OH-].[Li+], predict the reaction product. The product is: [Cl:19][C:15]1[CH:16]=[C:17]2[C:12](=[C:13]([NH:20][CH:21]3[CH2:22][CH2:23][CH2:24][CH2:25]3)[CH:14]=1)[NH:11][C:10]([C:7]1[S:8][CH2:9][C@@H:5]([CH2:4][C:3]([OH:26])=[O:2])[N:6]=1)=[CH:18]2.